The task is: Regression. Given a peptide amino acid sequence and an MHC pseudo amino acid sequence, predict their binding affinity value. This is MHC class I binding data.. This data is from Peptide-MHC class I binding affinity with 185,985 pairs from IEDB/IMGT. (1) The peptide sequence is AIYVFCISLK. The MHC is HLA-A33:01 with pseudo-sequence HLA-A33:01. The binding affinity (normalized) is 0.00211. (2) The peptide sequence is FRDEAGAIL. The MHC is HLA-B27:03 with pseudo-sequence HLA-B27:03. The binding affinity (normalized) is 0.0847.